From a dataset of Full USPTO retrosynthesis dataset with 1.9M reactions from patents (1976-2016). Predict the reactants needed to synthesize the given product. (1) The reactants are: [NH2:1][C:2]1[CH:7]=[C:6]([CH3:8])[CH:5]=[CH:4][C:3]=1[OH:9].[Cl-].[CH3:11]N(C=NC=[N+](C)C)C. Given the product [CH3:8][C:6]1[CH:5]=[CH:4][C:3]2[O:9][CH:11]=[N:1][C:2]=2[CH:7]=1, predict the reactants needed to synthesize it. (2) Given the product [CH3:8][S:9]([C:12]1[CH:13]=[CH:14][C:15]([O:16][C:17]2[N:22]=[CH:21][N:20]=[C:19]3[N:23]([CH:26]4[CH2:27][CH2:28][N:29]([CH2:34][C:35]5[CH:40]=[CH:39][CH:38]=[CH:37][C:36]=5[O:41][CH3:42])[CH2:30][CH2:31]4)[N:24]=[CH:25][C:18]=23)=[CH:32][CH:33]=1)(=[O:11])=[O:10], predict the reactants needed to synthesize it. The reactants are: FC(F)(F)C(O)=O.[CH3:8][S:9]([C:12]1[CH:33]=[CH:32][C:15]([O:16][C:17]2[N:22]=[CH:21][N:20]=[C:19]3[N:23]([CH:26]4[CH2:31][CH2:30][NH:29][CH2:28][CH2:27]4)[N:24]=[CH:25][C:18]=23)=[CH:14][CH:13]=1)(=[O:11])=[O:10].[CH:34](=O)[C:35]1[C:36]([O:41][CH3:42])=[CH:37][CH:38]=[CH:39][CH:40]=1.C(N(CC)CC)C.C(O[BH-](OC(=O)C)OC(=O)C)(=O)C.[Na+]. (3) Given the product [C:1]([O:4][CH2:5][C@@H:6]1[C@@H:11]([O:12][C:13](=[O:15])[CH3:14])[C@H:10]([OH:16])[C@H:9]([OH:17])[C@@H:8]([C:18]2[CH:23]=[CH:22][C:21]([B:35]3[O:36][C:37]([CH3:39])([CH3:38])[C:33]([CH3:49])([CH3:32])[O:34]3)=[CH:20][CH:19]=2)[O:7]1)(=[O:3])[CH3:2], predict the reactants needed to synthesize it. The reactants are: [C:1]([O:4][CH2:5][C@@H:6]1[C@@H:11]([O:12][C:13](=[O:15])[CH3:14])[C@H:10]([OH:16])[C@H:9]([OH:17])[C@@H:8]([C:18]2[CH:23]=[CH:22][C:21](OS(C(F)(F)F)(=O)=O)=[CH:20][CH:19]=2)[O:7]1)(=[O:3])[CH3:2].[CH3:32][C:33]1([CH3:49])[C:37]([CH3:39])([CH3:38])[O:36][B:35]([B:35]2[O:36][C:37]([CH3:39])([CH3:38])[C:33]([CH3:49])([CH3:32])[O:34]2)[O:34]1.C(Cl)Cl.C([O-])(=O)C.[K+].